Dataset: Peptide-MHC class I binding affinity with 185,985 pairs from IEDB/IMGT. Task: Regression. Given a peptide amino acid sequence and an MHC pseudo amino acid sequence, predict their binding affinity value. This is MHC class I binding data. (1) The peptide sequence is LLMRTSWAL. The MHC is HLA-A02:17 with pseudo-sequence HLA-A02:17. The binding affinity (normalized) is 0.911. (2) The peptide sequence is AFRHVAREL. The MHC is HLA-A24:02 with pseudo-sequence HLA-A24:02. The binding affinity (normalized) is 0. (3) The MHC is Mamu-A07 with pseudo-sequence Mamu-A07. The binding affinity (normalized) is 0. The peptide sequence is NHHLKNQI. (4) The MHC is HLA-B35:01 with pseudo-sequence HLA-B35:01. The binding affinity (normalized) is 0. The peptide sequence is SPGDLQTLAL. (5) The peptide sequence is NWDWGVFFK. The MHC is HLA-B35:01 with pseudo-sequence HLA-B35:01. The binding affinity (normalized) is 0.0847. (6) The MHC is HLA-A02:03 with pseudo-sequence HLA-A02:03. The binding affinity (normalized) is 0.713. The peptide sequence is FLYIIKLVFL. (7) The peptide sequence is TLYCVHQRI. The MHC is HLA-B51:01 with pseudo-sequence HLA-B51:01. The binding affinity (normalized) is 0.209. (8) The peptide sequence is KQWSWFSLL. The MHC is HLA-B15:09 with pseudo-sequence HLA-B15:09. The binding affinity (normalized) is 0.147.